Dataset: Forward reaction prediction with 1.9M reactions from USPTO patents (1976-2016). Task: Predict the product of the given reaction. (1) The product is: [Br:1][C:2]1[CH:3]=[CH:4][C:5]([F:27])=[C:6](/[C:8](=[N:34]\[S:32]([C:29]([CH3:31])([CH3:30])[CH3:28])=[O:33])/[CH2:9][C:10]2([S:16][CH2:17][C:18]3[CH:23]=[CH:22][C:21]([O:24][CH3:25])=[CH:20][CH:19]=3)[CH2:15][CH2:14][O:13][CH2:12][CH2:11]2)[CH:7]=1. Given the reactants [Br:1][C:2]1[CH:3]=[CH:4][C:5]([F:27])=[C:6]([C:8](=O)[CH2:9][C:10]2([S:16][CH2:17][C:18]3[CH:23]=[CH:22][C:21]([O:24][CH3:25])=[CH:20][CH:19]=3)[CH2:15][CH2:14][O:13][CH2:12][CH2:11]2)[CH:7]=1.[CH3:28][C:29]([S:32]([NH2:34])=[O:33])([CH3:31])[CH3:30], predict the reaction product. (2) Given the reactants [C:1]([NH:5][C:6]1[CH:7]=[C:8]([CH:12]=[CH:13][CH:14]=1)[C:9]([OH:11])=O)(=[O:4])[CH:2]=[CH2:3].[NH:15]1[CH2:20][CH2:19][CH:18]([C:21]2[CH:22]=[C:23]([CH:33]=[CH:34][CH:35]=2)[CH2:24][NH:25][C:26](=[O:32])[O:27][C:28]([CH3:31])([CH3:30])[CH3:29])[CH2:17][CH2:16]1.CCN=C=NCCCN(C)C.C1C=CC2N(O)N=NC=2C=1.CCN(C(C)C)C(C)C, predict the reaction product. The product is: [C:1]([NH:5][C:6]1[CH:7]=[C:8]([CH:12]=[CH:13][CH:14]=1)[C:9]([N:15]1[CH2:20][CH2:19][CH:18]([C:21]2[CH:22]=[C:23]([CH:33]=[CH:34][CH:35]=2)[CH2:24][NH:25][C:26](=[O:32])[O:27][C:28]([CH3:31])([CH3:29])[CH3:30])[CH2:17][CH2:16]1)=[O:11])(=[O:4])[CH:2]=[CH2:3]. (3) Given the reactants [C:1]([O:5][C:6]([N:8]1[CH2:13][CH2:12][N:11]([C:14]2[C:22]([Cl:23])=[CH:21][C:17]([C:18]([OH:20])=[O:19])=[CH:16][N:15]=2)[CH2:10][CH2:9]1)=[O:7])([CH3:4])([CH3:3])[CH3:2].CCN=C=N[CH2:29][CH2:30][CH2:31]N(C)C.C1C=CC2N(O)N=NC=2C=1.C(O)(C)C.CCN(C(C)C)C(C)C, predict the reaction product. The product is: [Cl:23][C:22]1[C:14]([N:11]2[CH2:10][CH2:9][N:8]([C:6]([O:5][C:1]([CH3:4])([CH3:2])[CH3:3])=[O:7])[CH2:13][CH2:12]2)=[N:15][CH:16]=[C:17]([C:18]([O:20][CH:30]([CH3:31])[CH3:29])=[O:19])[CH:21]=1.